From a dataset of Reaction yield outcomes from USPTO patents with 853,638 reactions. Predict the reaction yield, written as a fraction of the theoretical maximum amount of product (1.0 means a 100% yield; for example, 0.34 means a 34% yield). (1) The yield is 0.460. The product is [F:40][C:41]1[CH:46]=[CH:45][C:44]([CH2:47][CH2:48][CH2:49][S:50][C:51]2[C:52]([C:53]([NH:39][CH2:38][C:33]3[CH:34]=[CH:35][CH:36]=[CH:37][N:32]=3)=[O:54])=[CH:56][CH:57]=[CH:58][N:59]=2)=[CH:43][CH:42]=1. The reactants are CCN=C=NCCCN(C)C.Cl.C1C=CC2N(O)N=NC=2C=1.CCN(C(C)C)C(C)C.[N:32]1[CH:37]=[CH:36][CH:35]=[CH:34][C:33]=1[CH2:38][NH2:39].[F:40][C:41]1[CH:46]=[CH:45][C:44]([CH2:47][CH2:48][CH2:49][S:50][C:51]2[N:59]=[CH:58][CH:57]=[CH:56][C:52]=2[C:53](O)=[O:54])=[CH:43][CH:42]=1. The catalyst is C(Cl)Cl.CCCCCC.CC(=O)OCC. (2) The reactants are [Br:1][C:2]1[NH:6][CH:5]=[C:4]([CH2:7][N:8]([CH3:16])[C:9](=[O:15])[O:10][C:11]([CH3:14])([CH3:13])[CH3:12])[CH:3]=1.[H-].[Na+].C1OCCOCCOCCOCCOC1.[CH3:34][C:35]1[N:40]=[CH:39][C:38]([S:41](Cl)(=[O:43])=[O:42])=[CH:37][CH:36]=1. The catalyst is O1CCCC1.O. The product is [C:11]([O:10][C:9](=[O:15])[N:8]([CH2:7][C:4]1[CH:3]=[C:2]([Br:1])[N:6]([S:41]([C:38]2[CH:39]=[N:40][C:35]([CH3:34])=[CH:36][CH:37]=2)(=[O:43])=[O:42])[CH:5]=1)[CH3:16])([CH3:12])([CH3:13])[CH3:14]. The yield is 0.790.